This data is from NCI-60 drug combinations with 297,098 pairs across 59 cell lines. The task is: Regression. Given two drug SMILES strings and cell line genomic features, predict the synergy score measuring deviation from expected non-interaction effect. (1) Drug 1: C1=NC2=C(N1)C(=S)N=CN2. Drug 2: C1CNP(=O)(OC1)N(CCCl)CCCl. Cell line: MCF7. Synergy scores: CSS=18.5, Synergy_ZIP=0.737, Synergy_Bliss=3.42, Synergy_Loewe=-31.8, Synergy_HSA=2.74. (2) Drug 1: C1CCN(CC1)CCOC2=CC=C(C=C2)C(=O)C3=C(SC4=C3C=CC(=C4)O)C5=CC=C(C=C5)O. Drug 2: CC(C1=C(C=CC(=C1Cl)F)Cl)OC2=C(N=CC(=C2)C3=CN(N=C3)C4CCNCC4)N. Cell line: NCI/ADR-RES. Synergy scores: CSS=-2.47, Synergy_ZIP=1.07, Synergy_Bliss=-1.37, Synergy_Loewe=-1.59, Synergy_HSA=-3.36. (3) Drug 1: CC1=CC2C(CCC3(C2CCC3(C(=O)C)OC(=O)C)C)C4(C1=CC(=O)CC4)C. Drug 2: C1=CN(C=N1)CC(O)(P(=O)(O)O)P(=O)(O)O. Cell line: 786-0. Synergy scores: CSS=27.9, Synergy_ZIP=-6.14, Synergy_Bliss=-3.91, Synergy_Loewe=-42.5, Synergy_HSA=-5.14. (4) Drug 1: CC1=C2C(C(=O)C3(C(CC4C(C3C(C(C2(C)C)(CC1OC(=O)C(C(C5=CC=CC=C5)NC(=O)OC(C)(C)C)O)O)OC(=O)C6=CC=CC=C6)(CO4)OC(=O)C)O)C)O. Drug 2: CN(CCCl)CCCl.Cl. Cell line: SN12C. Synergy scores: CSS=34.0, Synergy_ZIP=-6.59, Synergy_Bliss=-0.810, Synergy_Loewe=-8.64, Synergy_HSA=0.280. (5) Drug 1: COC1=CC(=CC(=C1O)OC)C2C3C(COC3=O)C(C4=CC5=C(C=C24)OCO5)OC6C(C(C7C(O6)COC(O7)C8=CC=CS8)O)O. Drug 2: CCC1(CC2CC(C3=C(CCN(C2)C1)C4=CC=CC=C4N3)(C5=C(C=C6C(=C5)C78CCN9C7C(C=CC9)(C(C(C8N6C=O)(C(=O)OC)O)OC(=O)C)CC)OC)C(=O)OC)O.OS(=O)(=O)O. Cell line: TK-10. Synergy scores: CSS=25.2, Synergy_ZIP=-5.62, Synergy_Bliss=4.37, Synergy_Loewe=3.41, Synergy_HSA=3.32.